This data is from Tyrosyl-DNA phosphodiesterase HTS with 341,365 compounds. The task is: Binary Classification. Given a drug SMILES string, predict its activity (active/inactive) in a high-throughput screening assay against a specified biological target. (1) The result is 0 (inactive). The drug is Clc1cc(S(=O)(=O)N2CC(N(CCc3ncccc3)C)CCC2)ccc1F. (2) The drug is S(=O)(=O)(N1CCN(CC1)c1ccccc1)CCNC(=O)Cc1ccc(cc1)c1ccccc1. The result is 0 (inactive). (3) The result is 0 (inactive). The drug is S(=O)(=O)(Nc1c(C(=O)N2CCCCC2)cccc1)c1c(OC)ccc(OC)c1.